From a dataset of Reaction yield outcomes from USPTO patents with 853,638 reactions. Predict the reaction yield, written as a fraction of the theoretical maximum amount of product (1.0 means a 100% yield; for example, 0.34 means a 34% yield). The reactants are [S:1]([O:8]S(C(F)(F)F)(=O)=O)([C:4]([F:7])([F:6])[F:5])(=[O:3])=[O:2].[Si:16]([O:23][CH2:24][C@H:25]1[N:29]([C:30](=[O:53])[C:31]2[CH:36]=[C:35]([O:37][CH3:38])[C:34]([O:39][Si:40]([CH:47]([CH3:49])[CH3:48])([CH:44]([CH3:46])[CH3:45])[CH:41]([CH3:43])[CH3:42])=[CH:33][C:32]=2[N+:50]([O-:52])=[O:51])[CH2:28][C:27](=O)[CH2:26]1)([C:19]([CH3:22])([CH3:21])[CH3:20])([CH3:18])[CH3:17].N1C(C)=CC=CC=1C.CC(C)=O.C(=O)=O. The catalyst is ClCCl.O.O.ClCCl. The product is [F:5][C:4]([F:7])([F:6])[S:1]([O:8][C:27]1[CH2:26][C@@H:25]([CH2:24][O:23][Si:16]([C:19]([CH3:21])([CH3:20])[CH3:22])([CH3:18])[CH3:17])[N:29]([C:30](=[O:53])[C:31]2[CH:36]=[C:35]([O:37][CH3:38])[C:34]([O:39][Si:40]([CH:41]([CH3:43])[CH3:42])([CH:44]([CH3:45])[CH3:46])[CH:47]([CH3:49])[CH3:48])=[CH:33][C:32]=2[N+:50]([O-:52])=[O:51])[CH:28]=1)(=[O:3])=[O:2]. The yield is 0.960.